From a dataset of Catalyst prediction with 721,799 reactions and 888 catalyst types from USPTO. Predict which catalyst facilitates the given reaction. Reactant: [OH:1][CH:2]([C:16]1[CH:17]=[C:18]2[C:23](=[CH:24][CH:25]=1)[N:22]=[CH:21][C:20]([N:26]1[CH2:31][CH2:30][O:29][CH2:28][CH2:27]1)=[N:19]2)[C:3]1[CH:8]=[CH:7][C:6]([NH:9][C:10](=[O:15])[C:11]([CH3:14])([CH3:13])[CH3:12])=[CH:5][CH:4]=1. Product: [O:29]1[CH2:30][CH2:31][N:26]([C:20]2[CH:21]=[N:22][C:23]3[C:18]([N:19]=2)=[CH:17][C:16]([C:2]([C:3]2[CH:4]=[CH:5][C:6]([NH:9][C:10](=[O:15])[C:11]([CH3:13])([CH3:12])[CH3:14])=[CH:7][CH:8]=2)=[O:1])=[CH:25][CH:24]=3)[CH2:27][CH2:28]1. The catalyst class is: 177.